Predict the product of the given reaction. From a dataset of Forward reaction prediction with 1.9M reactions from USPTO patents (1976-2016). (1) Given the reactants [F:1][C:2]([F:18])([F:17])[C:3]([NH:5][C@H:6]1[C:15]2[C:10](=[CH:11][CH:12]=[C:13]([F:16])[CH:14]=2)[CH2:9][CH2:8][CH2:7]1)=[O:4].O.O.O.O.O.O.O.S([O-])([O-])(=O)=[O:27].[Mg+2].O.[K], predict the reaction product. The product is: [F:18][C:2]([F:1])([F:17])[C:3]([NH:5][C@H:6]1[C:15]2[C:10](=[CH:11][CH:12]=[C:13]([F:16])[CH:14]=2)[C:9](=[O:27])[CH2:8][CH2:7]1)=[O:4]. (2) Given the reactants O.[C:2]([N:10]1[C@H:17]2[C@H:13]([N:14]([C:18]([C@@H:20]([NH:25][C:26](=[O:36])[C:27]3[CH:32]=[CH:31][C:30]([N:33]([CH3:35])[CH3:34])=[CH:29][CH:28]=3)[CH2:21][CH:22]([CH3:24])[CH3:23])=[O:19])[CH2:15][CH2:16]2)[C:12](OC)([O:37]C)[CH2:11]1)(=[O:9])[C:3]1[CH:8]=[CH:7][CH:6]=[CH:5][CH:4]=1, predict the reaction product. The product is: [C:2]([N:10]1[C@H:17]2[C@H:13]([N:14]([C:18]([C@@H:20]([NH:25][C:26](=[O:36])[C:27]3[CH:32]=[CH:31][C:30]([N:33]([CH3:35])[CH3:34])=[CH:29][CH:28]=3)[CH2:21][CH:22]([CH3:24])[CH3:23])=[O:19])[CH2:15][CH2:16]2)[C:12](=[O:37])[CH2:11]1)(=[O:9])[C:3]1[CH:4]=[CH:5][CH:6]=[CH:7][CH:8]=1. (3) Given the reactants [CH:1]1[C:11]2[CH:10]=[CH:9][C:8]3[CH:12]=[CH:13][CH:14]=[CH:15][C:7]=3[NH:6][C:5]=2[CH:4]=[CH:3][CH:2]=1.S([O-])([O-])(=O)=O.[CH2:21]([N+:25](CCCC)(CCCC)CCCC)[CH2:22]CC.C([N+](CCCC)(CCCC)CCCC)CCC.BrCC#N.[OH-].[Na+], predict the reaction product. The product is: [CH:1]1[C:11]2[CH:10]=[CH:9][C:8]3[CH:12]=[CH:13][CH:14]=[CH:15][C:7]=3[N:6]([CH2:22][C:21]#[N:25])[C:5]=2[CH:4]=[CH:3][CH:2]=1. (4) Given the reactants Cl[C:2]1[C:7]([C:8]([OH:10])=[O:9])=[CH:6][N:5]=[C:4]([Cl:11])[C:3]=1[Cl:12].[N-:13]=[N+:14]=[N-:15].[Na+].C(=O)([O-])[O-].[K+].[K+].[CH3:23][C:24](N(C)C)=O, predict the reaction product. The product is: [N:13]([C:2]1[C:7]([C:8]([O:10][CH2:23][CH3:24])=[O:9])=[CH:6][N:5]=[C:4]([Cl:11])[C:3]=1[Cl:12])=[N+:14]=[N-:15]. (5) Given the reactants [CH3:1][CH:2]1[C:9]2[CH:8]=[C:7]([C:10]([O:12]C)=[O:11])[NH:6][C:5]=2[CH2:4][CH2:3]1.O.[OH-].[Li+], predict the reaction product. The product is: [CH3:1][CH:2]1[C:9]2[CH:8]=[C:7]([C:10]([OH:12])=[O:11])[NH:6][C:5]=2[CH2:4][CH2:3]1. (6) Given the reactants C1(C(C2C=CC=CC=2)[N:8]2[CH2:13][CH2:12][CH:11]([CH2:14][CH2:15][CH2:16][CH2:17][NH:18][C:19](=[O:28])[CH2:20][CH2:21][C:22]3[CH:23]=[N:24][CH:25]=[CH:26][CH:27]=3)[CH2:10][CH2:9]2)C=CC=CC=1.Cl.[H][H], predict the reaction product. The product is: [NH:8]1[CH2:13][CH2:12][CH:11]([CH2:14][CH2:15][CH2:16][CH2:17][NH:18][C:19](=[O:28])[CH2:20][CH2:21][C:22]2[CH:23]=[N:24][CH:25]=[CH:26][CH:27]=2)[CH2:10][CH2:9]1. (7) Given the reactants [CH2:1]([C:5]1[N:6]([CH2:18][CH2:19][CH2:20][CH:21]([OH:23])[CH3:22])[C:7]2[C:16]3[CH:15]=[CH:14][CH:13]=[CH:12][C:11]=3[N:10]=[CH:9][C:8]=2[N:17]=1)[CH2:2][CH2:3][CH3:4].CS(C)=O.C(Cl)(=O)C(Cl)=O.C(N(CC)CC)C, predict the reaction product. The product is: [CH2:1]([C:5]1[N:6]([CH2:18][CH2:19][CH2:20][C:21](=[O:23])[CH3:22])[C:7]2[C:16]3[CH:15]=[CH:14][CH:13]=[CH:12][C:11]=3[N:10]=[CH:9][C:8]=2[N:17]=1)[CH2:2][CH2:3][CH3:4].